This data is from Catalyst prediction with 721,799 reactions and 888 catalyst types from USPTO. The task is: Predict which catalyst facilitates the given reaction. The catalyst class is: 2. Reactant: [Cl:1][S:2]([OH:5])(=O)=[O:3].[F:6][C:7]([F:22])([F:21])[C:8]1[N:12]=[CH:11][N:10]([C:13]2[CH:18]=[CH:17][C:16]([CH3:19])=[CH:15][C:14]=2[CH3:20])[N:9]=1. Product: [F:22][C:7]([F:6])([F:21])[C:8]1[N:12]=[CH:11][N:10]([C:13]2[C:14]([CH3:20])=[CH:15][C:16]([CH3:19])=[C:17]([S:2]([Cl:1])(=[O:5])=[O:3])[CH:18]=2)[N:9]=1.